This data is from Reaction yield outcomes from USPTO patents with 853,638 reactions. The task is: Predict the reaction yield, written as a fraction of the theoretical maximum amount of product (1.0 means a 100% yield; for example, 0.34 means a 34% yield). (1) The reactants are [N+:1]([C:4]1[CH:5]=[C:6](I)[CH:7]=[CH:8][CH:9]=1)([O-:3])=[O:2].C([O-])(=O)C.[CH:15]([C:17]1[CH:22]=[CH:21][N:20]=[CH:19][CH:18]=1)=[CH2:16]. The catalyst is C(#N)C. The product is [N+:1]([C:4]1[CH:5]=[C:6]([CH:16]=[CH:15][C:17]2[CH:22]=[CH:21][N:20]=[CH:19][CH:18]=2)[CH:7]=[CH:8][CH:9]=1)([O-:3])=[O:2]. The yield is 0.660. (2) The reactants are [Cl:1][C:2]1[CH:7]=[CH:6][C:5]([OH:8])=[CH:4][CH:3]=1.O.[I:10]I.C(=O)(O)[O-].[Na+]. The catalyst is C1COCC1. The product is [Cl:1][C:2]1[CH:7]=[CH:6][C:5]([OH:8])=[C:4]([I:10])[CH:3]=1. The yield is 0.0700. (3) The reactants are [CH2:1]([O:8][C:9]1[CH:10]=[C:11]([C:15]2[N:16]=[C:17]([N:24]3[CH2:29][CH2:28][O:27][CH2:26][CH2:25]3)[C:18]3[NH:23][CH:22]=[CH:21][C:19]=3[N:20]=2)[CH:12]=[CH:13][CH:14]=1)[C:2]1[CH:7]=[CH:6][CH:5]=[CH:4][CH:3]=1.[OH-].[K+].Cl.O.[NH:34]1[CH2:39][CH2:38][C:37](=O)[CH2:36][CH2:35]1. The catalyst is CO. The product is [CH2:1]([O:8][C:9]1[CH:10]=[C:11]([C:15]2[N:16]=[C:17]([N:24]3[CH2:29][CH2:28][O:27][CH2:26][CH2:25]3)[C:18]3[NH:23][CH:22]=[C:21]([C:37]4[CH2:38][CH2:39][NH:34][CH2:35][CH:36]=4)[C:19]=3[N:20]=2)[CH:12]=[CH:13][CH:14]=1)[C:2]1[CH:3]=[CH:4][CH:5]=[CH:6][CH:7]=1. The yield is 0.500. (4) The reactants are [Cl-].Cl[CH2:3][CH2:4][NH+:5]([CH2:15][CH2:16]Cl)[CH2:6][CH2:7][CH2:8][C:9]1[CH:14]=[CH:13][CH:12]=[CH:11][CH:10]=1.C(=O)([O-])[O-].[K+].[K+].[I-].[Na+].Cl.[CH2:27]([O:34][C:35]1[CH:40]=[CH:39][C:38]([CH2:41][CH2:42][NH2:43])=[CH:37][C:36]=1[O:44][CH3:45])[C:28]1[CH:33]=[CH:32][CH:31]=[CH:30][CH:29]=1. The catalyst is CN(C)C=O.C(OCC)(=O)C.O. The product is [CH2:27]([O:34][C:35]1[CH:40]=[CH:39][C:38]([CH2:41][CH2:42][N:43]2[CH2:16][CH2:15][N:5]([CH2:6][CH2:7][CH2:8][C:9]3[CH:14]=[CH:13][CH:12]=[CH:11][CH:10]=3)[CH2:4][CH2:3]2)=[CH:37][C:36]=1[O:44][CH3:45])[C:28]1[CH:33]=[CH:32][CH:31]=[CH:30][CH:29]=1. The yield is 0.830. (5) The reactants are [Br:1][C:2]1[C:3](=[O:26])[N:4]([CH2:18][CH2:19][C:20]2[CH:25]=[CH:24][CH:23]=[CH:22][CH:21]=2)[C:5]([C:11]2[CH:16]=[CH:15][CH:14]=[CH:13][C:12]=2[OH:17])=[N:6][C:7]=1[CH2:8]OC.C(Br)(Br)(Br)[Br:28].C1(P(C2C=CC=CC=2)C2C=CC=CC=2)C=CC=CC=1. The catalyst is C(Cl)Cl. The product is [Br:1][C:2]1[C:3](=[O:26])[N:4]([CH2:18][CH2:19][C:20]2[CH:25]=[CH:24][CH:23]=[CH:22][CH:21]=2)[C:5]([C:11]2[CH:16]=[CH:15][CH:14]=[CH:13][C:12]=2[OH:17])=[N:6][C:7]=1[CH2:8][Br:28]. The yield is 0.560. (6) The reactants are Cl[C:2]([O:4][CH3:5])=[O:3].[CH3:6][C@H:7]1[CH2:16][CH2:15][C:14]2[C:9](=[CH:10][CH:11]=[C:12]([CH:21]3[CH2:26][CH2:25][NH:24][CH2:23][CH2:22]3)[C:13]=2[O:17][CH2:18][CH2:19][CH3:20])[N:8]1[C:27](=[O:29])[CH3:28].C(N(CC)CC)C. The catalyst is ClCCl. The product is [C:27]([N:8]1[C:9]2[C:14](=[C:13]([O:17][CH2:18][CH2:19][CH3:20])[C:12]([CH:21]3[CH2:26][CH2:25][N:24]([C:2]([O:4][CH3:5])=[O:3])[CH2:23][CH2:22]3)=[CH:11][CH:10]=2)[CH2:15][CH2:16][C@@H:7]1[CH3:6])(=[O:29])[CH3:28]. The yield is 0.890.